Dataset: NCI-60 drug combinations with 297,098 pairs across 59 cell lines. Task: Regression. Given two drug SMILES strings and cell line genomic features, predict the synergy score measuring deviation from expected non-interaction effect. (1) Drug 1: C1CN1C2=NC(=NC(=N2)N3CC3)N4CC4. Drug 2: CC1C(C(CC(O1)OC2CC(OC(C2O)C)OC3=CC4=CC5=C(C(=O)C(C(C5)C(C(=O)C(C(C)O)O)OC)OC6CC(C(C(O6)C)O)OC7CC(C(C(O7)C)O)OC8CC(C(C(O8)C)O)(C)O)C(=C4C(=C3C)O)O)O)O. Cell line: MOLT-4. Synergy scores: CSS=76.6, Synergy_ZIP=2.90, Synergy_Bliss=3.63, Synergy_Loewe=0.927, Synergy_HSA=2.61. (2) Drug 2: C1=CC(=CC=C1CC(C(=O)O)N)N(CCCl)CCCl.Cl. Drug 1: C1CN1C2=NC(=NC(=N2)N3CC3)N4CC4. Cell line: A549. Synergy scores: CSS=46.6, Synergy_ZIP=-1.63, Synergy_Bliss=-1.81, Synergy_Loewe=-0.921, Synergy_HSA=2.96. (3) Drug 1: CC12CCC3C(C1CCC2=O)CC(=C)C4=CC(=O)C=CC34C. Drug 2: COC1=CC(=CC(=C1O)OC)C2C3C(COC3=O)C(C4=CC5=C(C=C24)OCO5)OC6C(C(C7C(O6)COC(O7)C8=CC=CS8)O)O. Cell line: HOP-62. Synergy scores: CSS=54.0, Synergy_ZIP=0.602, Synergy_Bliss=1.30, Synergy_Loewe=0.00955, Synergy_HSA=4.30. (4) Drug 1: CS(=O)(=O)C1=CC(=C(C=C1)C(=O)NC2=CC(=C(C=C2)Cl)C3=CC=CC=N3)Cl. Drug 2: CC1C(C(=O)NC(C(=O)N2CCCC2C(=O)N(CC(=O)N(C(C(=O)O1)C(C)C)C)C)C(C)C)NC(=O)C3=C4C(=C(C=C3)C)OC5=C(C(=O)C(=C(C5=N4)C(=O)NC6C(OC(=O)C(N(C(=O)CN(C(=O)C7CCCN7C(=O)C(NC6=O)C(C)C)C)C)C(C)C)C)N)C. Cell line: M14. Synergy scores: CSS=10.7, Synergy_ZIP=14.9, Synergy_Bliss=17.7, Synergy_Loewe=14.0, Synergy_HSA=14.0. (5) Drug 1: C1C(C(OC1N2C=NC3=C2NC=NCC3O)CO)O. Drug 2: CC1C(C(CC(O1)OC2CC(CC3=C2C(=C4C(=C3O)C(=O)C5=CC=CC=C5C4=O)O)(C(=O)C)O)N)O. Cell line: T-47D. Synergy scores: CSS=32.7, Synergy_ZIP=0.578, Synergy_Bliss=-1.70, Synergy_Loewe=-31.1, Synergy_HSA=-0.949. (6) Drug 1: CC1C(C(CC(O1)OC2CC(CC3=C2C(=C4C(=C3O)C(=O)C5=C(C4=O)C(=CC=C5)OC)O)(C(=O)C)O)N)O.Cl. Drug 2: C1=CC(=CC=C1CCCC(=O)O)N(CCCl)CCCl. Cell line: 786-0. Synergy scores: CSS=54.6, Synergy_ZIP=-6.81, Synergy_Bliss=-5.55, Synergy_Loewe=-17.8, Synergy_HSA=-3.07.